Dataset: Full USPTO retrosynthesis dataset with 1.9M reactions from patents (1976-2016). Task: Predict the reactants needed to synthesize the given product. (1) Given the product [Na+:40].[C:31]([C:15]1[N:14]([CH:33]([CH3:34])[CH3:35])[C:13]([CH2:12][CH2:11][C@@H:10]([OH:36])[CH2:9][C@@H:8]([OH:37])[CH2:7][C:6]([O-:38])=[O:5])=[C:17]([C:18]2[CH:19]=[CH:20][C:21]([F:24])=[CH:22][CH:23]=2)[C:16]=1[C:25]1[CH:30]=[CH:29][CH:28]=[CH:27][N:26]=1)#[N:32], predict the reactants needed to synthesize it. The reactants are: C([O:5][C:6](=[O:38])[CH2:7][CH:8]([OH:37])[CH2:9][CH:10]([OH:36])[CH2:11][CH2:12][C:13]1[N:14]([CH:33]([CH3:35])[CH3:34])[C:15]([C:31]#[N:32])=[C:16]([C:25]2[CH:30]=[CH:29][CH:28]=[CH:27][N:26]=2)[C:17]=1[C:18]1[CH:23]=[CH:22][C:21]([F:24])=[CH:20][CH:19]=1)(C)(C)C.[OH-].[Na+:40]. (2) Given the product [CH3:1][N:28]1[C:23]([S:22][CH3:21])=[N:24][C:25]([C:30]2[CH:35]=[CH:34][N:33]=[CH:32][CH:31]=2)=[N:26][C:27]1=[O:29], predict the reactants needed to synthesize it. The reactants are: [CH3:1]OC1C=CC=CC=1CCN.C(N)CC1C=CC=CC=1.[CH3:21][S:22][C:23]1[NH:28][C:27](=[O:29])[N:26]=[C:25]([C:30]2[CH:35]=[CH:34][N:33]=[CH:32][CH:31]=2)[N:24]=1. (3) Given the product [C:7]1([C:10]2[CH:11]=[CH:12][CH:13]=[CH:14][CH:15]=2)[CH:8]=[CH:9][CH:4]=[CH:5][CH:6]=1, predict the reactants needed to synthesize it. The reactants are: C(O[C:4]1[CH:9]=[CH:8][C:7]([C:10]2[CH:15]=[CH:14][C:13](O)=[C:12](F)[C:11]=2F)=[C:6](F)[C:5]=1F)C.C(=O)([O-])[O-].[Na+].[Na+].CN(C=O)C.O.